From a dataset of Full USPTO retrosynthesis dataset with 1.9M reactions from patents (1976-2016). Predict the reactants needed to synthesize the given product. (1) Given the product [C:3]([C:5]1[N:10]=[C:9]([N:11]2[CH2:15][CH2:14][CH2:13][CH:12]2[C:16]2[O:20][N:19]=[C:18]([C:21]3[CH:26]=[CH:25][CH:24]=[CH:23][N:22]=3)[CH:17]=2)[N:8]=[C:7]([NH:27][C:28]2[CH:32]=[C:31]([CH3:33])[NH:30][N:29]=2)[CH:6]=1)(=[O:2])[NH2:34], predict the reactants needed to synthesize it. The reactants are: C[O:2][C:3]([C:5]1[N:10]=[C:9]([N:11]2[CH2:15][CH2:14][CH2:13][CH:12]2[C:16]2[O:20][N:19]=[C:18]([C:21]3[CH:26]=[CH:25][CH:24]=[CH:23][N:22]=3)[CH:17]=2)[N:8]=[C:7]([NH:27][C:28]2[CH:32]=[C:31]([CH3:33])[NH:30][N:29]=2)[CH:6]=1)=O.[NH3:34].CO. (2) Given the product [C:1]([NH:5][C:6]1[N:7]=[C:8]([N:24]2[CH2:28][CH2:27][C@H:26]([NH:29][C:30](=[O:32])[CH3:31])[CH2:25]2)[C:9]2[N:14]=[N:13][NH:12][C:10]=2[N:11]=1)([CH3:4])([CH3:2])[CH3:3], predict the reactants needed to synthesize it. The reactants are: [C:1]([NH:5][C:6]1[N:7]=[C:8]([N:24]2[CH2:28][CH2:27][C@H:26]([NH:29][C:30](=[O:32])[CH3:31])[CH2:25]2)[C:9]2[N:14]=[N:13][N:12](CC3C=CC(OC)=CC=3)[C:10]=2[N:11]=1)([CH3:4])([CH3:3])[CH3:2]. (3) Given the product [NH2:20][C@@H:17]1[CH2:16][S:15][C@@H:14]([C:28]2[CH:33]=[CH:32][CH:31]=[CH:30][CH:29]=2)[CH2:13][N:12]([CH2:11][CH:8]2[CH2:10][CH2:9]2)[C:18]1=[O:19], predict the reactants needed to synthesize it. The reactants are: FC(F)(F)C(O)=O.[CH:8]1([CH2:11][N:12]2[C:18](=[O:19])[C@H:17]([NH:20]C(=O)OC(C)(C)C)[CH2:16][S:15][C@@H:14]([C:28]3[CH:33]=[CH:32][CH:31]=[CH:30][CH:29]=3)[CH2:13]2)[CH2:10][CH2:9]1. (4) Given the product [F:30][C:31]1[C:36]([O:37][CH3:38])=[CH:35][C:34]([O:39][CH3:40])=[C:33]([F:41])[C:32]=1[N:42]1[CH2:47][C:46]2[CH:48]=[N:49][C:50]3[N:54]([S:55]([C:58]4[CH:59]=[CH:60][CH:61]=[CH:62][CH:63]=4)(=[O:56])=[O:57])[C:53]([CH2:64][N:27]4[CH2:28][CH2:29][N:24]([CH2:22][CH3:23])[CH2:25][CH2:26]4)=[CH:52][C:51]=3[C:45]=2[N:44]([CH3:66])[C:43]1=[O:67], predict the reactants needed to synthesize it. The reactants are: C(O[BH-](OC(=O)C)OC(=O)C)(=O)C.[Na+].FC(F)(F)C(O)=O.[CH2:22]([N:24]1[CH2:29][CH2:28][NH:27][CH2:26][CH2:25]1)[CH3:23].[F:30][C:31]1[C:36]([O:37][CH3:38])=[CH:35][C:34]([O:39][CH3:40])=[C:33]([F:41])[C:32]=1[N:42]1[CH2:47][C:46]2[CH:48]=[N:49][C:50]3[N:54]([S:55]([C:58]4[CH:63]=[CH:62][CH:61]=[CH:60][CH:59]=4)(=[O:57])=[O:56])[C:53]([CH:64]=O)=[CH:52][C:51]=3[C:45]=2[N:44]([CH3:66])[C:43]1=[O:67].C([O-])(O)=O.[Na+]. (5) Given the product [Cl:3][C:4]1[CH:5]=[C:6]([C:14]2[O:18][N:17]=[C:16]([C:19]3[CH:24]=[CH:23][N:22]=[C:21]4[N:25]([CH2:28][CH2:29][C:30]([OH:32])=[O:31])[CH:26]=[CH:27][C:20]=34)[N:15]=2)[CH:7]=[CH:8][C:9]=1[O:10][CH:11]([CH3:13])[CH3:12], predict the reactants needed to synthesize it. The reactants are: [OH-].[Na+].[Cl:3][C:4]1[CH:5]=[C:6]([C:14]2[O:18][N:17]=[C:16]([C:19]3[CH:24]=[CH:23][N:22]=[C:21]4[N:25]([CH2:28][CH2:29][C:30]([O-:32])=[O:31])[CH:26]=[CH:27][C:20]=34)[N:15]=2)[CH:7]=[CH:8][C:9]=1[O:10][CH:11]([CH3:13])[CH3:12]. (6) Given the product [CH:11]1([N:10]2[C:6]3[C:5]([C:16]([O:18][CH3:19])=[O:17])=[CH:4][NH:3][CH:2]([O:21][CH3:20])[C:7]=3[CH:8]=[CH:9]2)[CH2:15][CH2:14][CH2:13][CH2:12]1, predict the reactants needed to synthesize it. The reactants are: Cl[CH:2]1[C:7]2[CH:8]=[CH:9][N:10]([CH:11]3[CH2:15][CH2:14][CH2:13][CH2:12]3)[C:6]=2[C:5]([C:16]([O:18][CH3:19])=[O:17])=[CH:4][NH:3]1.[CH3:20][O-:21].[Na+].